From a dataset of Catalyst prediction with 721,799 reactions and 888 catalyst types from USPTO. Predict which catalyst facilitates the given reaction. (1) Reactant: [Br:1][C:2]1[CH:7]=[CH:6][C:5]([O:8][CH3:9])=[CH:4][C:3]=1[O:10][CH3:11].[CH3:12][O:13][C:14]1[CH:19]=[CH:18][C:17]([CH2:20][C:21](Cl)=[O:22])=[CH:16][CH:15]=1.C(Cl)Cl.[Al+3].[Cl-].[Cl-].[Cl-]. Product: [Br:1][C:2]1[C:3]([O:10][CH3:11])=[CH:4][C:5]([O:8][CH3:9])=[C:6]([C:21](=[O:22])[CH2:20][C:17]2[CH:18]=[CH:19][C:14]([O:13][CH3:12])=[CH:15][CH:16]=2)[CH:7]=1. The catalyst class is: 6. (2) Reactant: [CH3:1][C:2]1[N:3]=[C:4]([N:10]2[CH:14]=[C:13]([CH2:15][CH2:16][CH2:17][C:18]3[CH:23]=[CH:22][CH:21]=[CH:20][CH:19]=3)[N:12]=[N:11]2)[S:5][C:6]=1[C:7]([OH:9])=O.ON1C2C=CC=CC=2N=N1.CN(C)CCCN=C=NCC.C(N(CC)C(C)C)(C)C.[N:54]1[CH:59]=[CH:58][CH:57]=[C:56]([CH2:60][NH2:61])[CH:55]=1. Product: [CH3:1][C:2]1[N:3]=[C:4]([N:10]2[CH:14]=[C:13]([CH2:15][CH2:16][CH2:17][C:18]3[CH:23]=[CH:22][CH:21]=[CH:20][CH:19]=3)[N:12]=[N:11]2)[S:5][C:6]=1[C:7]([NH:61][CH2:60][C:56]1[CH:55]=[N:54][CH:59]=[CH:58][CH:57]=1)=[O:9]. The catalyst class is: 204. (3) Reactant: [CH3:1][C:2]1[C:3]([C:9]([O:11]CC)=[O:10])=[N:4][O:5][C:6]=1[CH:7]=[CH2:8].CO.[OH-].[Na+]. Product: [CH3:1][C:2]1[C:3]([C:9]([OH:11])=[O:10])=[N:4][O:5][C:6]=1[CH:7]=[CH2:8]. The catalyst class is: 1. (4) Reactant: [CH2:1]([O:3][CH:4]([O:13][CH2:14][CH3:15])[C:5]1[CH:12]=[CH:11][C:8]([CH:9]=O)=[CH:7][CH:6]=1)[CH3:2].S([O-])([O-])(=O)=O.[Na+].[Na+].[NH2:23][C:24]1[CH:32]=[CH:31][CH:30]=[C:29]2[C:25]=1[CH2:26][O:27][C:28]2=[O:33]. Product: [CH2:1]([O:3][CH:4]([O:13][CH2:14][CH3:15])[C:5]1[CH:12]=[CH:11][C:8]([CH:9]=[N:23][C:24]2[CH:32]=[CH:31][CH:30]=[C:29]3[C:25]=2[CH2:26][O:27][C:28]3=[O:33])=[CH:7][CH:6]=1)[CH3:2]. The catalyst class is: 4.